Task: Predict the reactants needed to synthesize the given product.. Dataset: Full USPTO retrosynthesis dataset with 1.9M reactions from patents (1976-2016) Given the product [N:1]1([C:10]2[S:14][C:13]([C:15]([O:17][CH3:18])=[O:16])=[C:12]([O:19][CH:27]([CH3:29])[CH3:28])[CH:11]=2)[C:5]2[CH:6]=[CH:7][CH:8]=[CH:9][C:4]=2[N:3]=[CH:2]1, predict the reactants needed to synthesize it. The reactants are: [N:1]1([C:10]2[S:14][C:13]([C:15]([O:17][CH3:18])=[O:16])=[C:12]([OH:19])[CH:11]=2)[C:5]2[CH:6]=[CH:7][CH:8]=[CH:9][C:4]=2[N:3]=[CH:2]1.C(=O)([O-])[O-].[K+].[K+].I[CH:27]([CH3:29])[CH3:28].